Dataset: Forward reaction prediction with 1.9M reactions from USPTO patents (1976-2016). Task: Predict the product of the given reaction. (1) Given the reactants [F:1][C:2]1[CH:3]=[C:4](B2OC(C)(C)C(C)(C)O2)[CH:5]=[C:6]2[C:11]=1[N:10]([CH3:12])[C:9](=[O:13])[CH2:8][CH2:7]2.Br[C:24]1[CH:25]=[C:26]([CH2:30][NH:31][S:32]([CH2:35][CH3:36])(=[O:34])=[O:33])[CH:27]=[N:28][CH:29]=1.C(=O)([O-])[O-].[Na+].[Na+], predict the reaction product. The product is: [F:1][C:2]1[CH:3]=[C:4]([C:24]2[CH:25]=[C:26]([CH2:30][NH:31][S:32]([CH2:35][CH3:36])(=[O:33])=[O:34])[CH:27]=[N:28][CH:29]=2)[CH:5]=[C:6]2[C:11]=1[N:10]([CH3:12])[C:9](=[O:13])[CH2:8][CH2:7]2. (2) Given the reactants Br[C:2]1[CH:3]=[C:4]([NH:10][C:11]2[CH:15]=[N:14][N:13]([CH:16]([F:18])[F:17])[N:12]=2)[C:5](=[O:9])[N:6]([CH3:8])[CH:7]=1.[C:19]([O:22][CH2:23][C:24]1[C:25]([N:39]2[N:48]=[CH:47][C:46]3[C:41](=[C:42]([F:53])[CH:43]=[C:44]([C:49]([CH3:52])([CH3:51])[CH3:50])[CH:45]=3)[C:40]2=[O:54])=[N:26][CH:27]=[CH:28][C:29]=1B1OC(C)(C)C(C)(C)O1)(=[O:21])[CH3:20], predict the reaction product. The product is: [C:19]([O:22][CH2:23][C:24]1[C:25]([N:39]2[N:48]=[CH:47][C:46]3[C:41](=[C:42]([F:53])[CH:43]=[C:44]([C:49]([CH3:51])([CH3:50])[CH3:52])[CH:45]=3)[C:40]2=[O:54])=[N:26][CH:27]=[CH:28][C:29]=1[C:2]1[CH:3]=[C:4]([NH:10][C:11]2[CH:15]=[N:14][N:13]([CH:16]([F:18])[F:17])[N:12]=2)[C:5](=[O:9])[N:6]([CH3:8])[CH:7]=1)(=[O:21])[CH3:20]. (3) Given the reactants [C:1]([OH:6])(=[O:5])[CH:2]([CH3:4])[OH:3].[CH3:7][NH:8][CH3:9], predict the reaction product. The product is: [CH3:7][NH2+:8][CH3:9].[C:1]([O-:6])(=[O:5])[CH:2]([CH3:4])[OH:3]. (4) Given the reactants C(O)(C(F)(F)F)=O.C([C@:15]([NH2:42])([CH2:33][C:34]1[CH:39]=[CH:38][C:37]([O:40][CH3:41])=[CH:36][CH:35]=1)[C:16]([NH:18][C@@H:19]([CH2:26][C:27]1[CH:32]=[CH:31][CH:30]=[CH:29][CH:28]=1)[C:20]([C@@:22]1([CH3:25])[CH2:24][O:23]1)=[O:21])=[O:17])(OC(C)(C)C)=O, predict the reaction product. The product is: [NH2:42][C@@H:15]([CH2:33][C:34]1[CH:35]=[CH:36][C:37]([O:40][CH3:41])=[CH:38][CH:39]=1)[C:16]([NH:18][C@@H:19]([CH2:26][C:27]1[CH:32]=[CH:31][CH:30]=[CH:29][CH:28]=1)[C:20]([C@@:22]1([CH3:25])[CH2:24][O:23]1)=[O:21])=[O:17]. (5) Given the reactants BrC1S[C:4]([C:7]2[N:8]=[N:9][N:10]([CH2:12][C:13]([O:15][CH2:16][CH3:17])=[O:14])[N:11]=2)=CN=1.N1NN=NC=1C1[O:27][N:26]=[C:25]([N:28]2[CH2:33][CH2:32][N:31]([C:34]3[CH:39]=[CH:38][CH:37]=[C:36]([C:40]([F:43])([F:42])[F:41])[CH:35]=3)[CH2:30][CH2:29]2)[N:24]=1.C(OC(=O)CBr)C, predict the reaction product. The product is: [CH2:16]([O:15][C:13](=[O:14])[CH2:12][N:10]1[N:9]=[N:8][C:7]([C:4]2[O:27][N:26]=[C:25]([N:28]3[CH2:29][CH2:30][N:31]([C:34]4[CH:39]=[CH:38][CH:37]=[C:36]([C:40]([F:41])([F:43])[F:42])[CH:35]=4)[CH2:32][CH2:33]3)[N:24]=2)=[N:11]1)[CH3:17].